From a dataset of Forward reaction prediction with 1.9M reactions from USPTO patents (1976-2016). Predict the product of the given reaction. (1) Given the reactants [CH2:1]([C:8]1[N:9]=[C:10]([C:31]([O-])=[O:32])[S:11][C:12]=1[C:13]1[C:22]2[C:17](=[CH:18][CH:19]=[CH:20][CH:21]=2)[C:16]([S:23](=[O:30])(=[O:29])[NH:24][C:25]([CH3:28])([CH3:27])[CH3:26])=[CH:15][CH:14]=1)[C:2]1[CH:7]=[CH:6][CH:5]=[CH:4][CH:3]=1.[K+].CCN(C(C)C)C(C)C.CN(C(ON1N=[N:59][C:54]2[CH:55]=[CH:56]C=N[C:53]1=2)=[N+](C)C)C.F[P-](F)(F)(F)(F)F, predict the reaction product. The product is: [CH2:1]([C:8]1[N:9]=[C:10]([C:31]([NH:59][CH:54]2[CH2:53][CH2:16][S:23](=[O:30])(=[O:29])[CH2:56][CH2:55]2)=[O:32])[S:11][C:12]=1[C:13]1[C:22]2[C:17](=[CH:18][CH:19]=[CH:20][CH:21]=2)[C:16]([S:23](=[O:29])(=[O:30])[NH:24][C:25]([CH3:26])([CH3:28])[CH3:27])=[CH:15][CH:14]=1)[C:2]1[CH:7]=[CH:6][CH:5]=[CH:4][CH:3]=1. (2) Given the reactants [NH2:1][C:2]1[C:11]2[C:6](=[C:7](Br)[C:8]([F:12])=[CH:9][CH:10]=2)[N:5]=[N:4][C:3]=1[C:14]([NH:16][CH2:17][CH2:18][CH3:19])=[O:15].[F:20][C:21]1[CH:26]=[CH:25][CH:24]=[C:23]([O:27][CH3:28])[C:22]=1B(O)O, predict the reaction product. The product is: [NH2:1][C:2]1[C:11]2[C:6](=[C:7]([C:22]3[C:23]([O:27][CH3:28])=[CH:24][CH:25]=[CH:26][C:21]=3[F:20])[C:8]([F:12])=[CH:9][CH:10]=2)[N:5]=[N:4][C:3]=1[C:14]([NH:16][CH2:17][CH2:18][CH3:19])=[O:15]. (3) Given the reactants FC(F)(F)S(O[C:7]1[C:11]2[CH:12]=[C:13]([Br:16])[CH:14]=[CH:15][C:10]=2[O:9][CH:8]=1)(=O)=O.[CH3:19][O:20][CH2:21][C:22]#[CH:23], predict the reaction product. The product is: [Br:16][C:13]1[CH:14]=[CH:15][C:10]2[O:9][CH:8]=[C:7]([C:23]#[C:22][CH2:21][O:20][CH3:19])[C:11]=2[CH:12]=1. (4) The product is: [CH2:1]([N:8]1[CH2:9][CH2:10][C:11]([N:21]([C:22]2[CH:27]=[CH:26][CH:25]=[CH:24][CH:23]=2)[C:30](=[O:31])[C:29]([F:40])([F:39])[F:28])([C:14]2[CH:19]=[CH:18][CH:17]=[C:16]([CH3:20])[N:15]=2)[CH2:12][CH2:13]1)[C:2]1[CH:3]=[CH:4][CH:5]=[CH:6][CH:7]=1. Given the reactants [CH2:1]([N:8]1[CH2:13][CH2:12][C:11]([NH:21][C:22]2[CH:27]=[CH:26][CH:25]=[CH:24][CH:23]=2)([C:14]2[CH:19]=[CH:18][CH:17]=[C:16]([CH3:20])[N:15]=2)[CH2:10][CH2:9]1)[C:2]1[CH:7]=[CH:6][CH:5]=[CH:4][CH:3]=1.[F:28][C:29]([F:40])([F:39])[C:30](O[C:30](=[O:31])[C:29]([F:40])([F:39])[F:28])=[O:31], predict the reaction product. (5) Given the reactants [CH2:1]([O:3][C:4](=[O:22])[CH:5]=[CH:6][C:7]1[CH:12]=[CH:11][CH:10]=[C:9]([NH:13][C:14]([C:16]2[N:17]=[C:18](Cl)[S:19][CH:20]=2)=[O:15])[CH:8]=1)[CH3:2].[F:23][C:24]1[CH:25]=[C:26](B(O)O)[CH:27]=[CH:28][CH:29]=1, predict the reaction product. The product is: [CH2:1]([O:3][C:4](=[O:22])[CH:5]=[CH:6][C:7]1[CH:12]=[CH:11][CH:10]=[C:9]([NH:13][C:14]([C:16]2[N:17]=[C:18]([C:28]3[CH:27]=[CH:26][CH:25]=[C:24]([F:23])[CH:29]=3)[S:19][CH:20]=2)=[O:15])[CH:8]=1)[CH3:2]. (6) Given the reactants [Br:1][C:2]1[C:3]([C:23]2[CH:28]=[CH:27][CH:26]=[CH:25][CH:24]=2)=[N:4][N:5]([C:13]2[CH:18]=[CH:17][N:16]=[C:15](S(C)(=O)=O)[N:14]=2)[C:6]=1[C:7]1[CH:12]=[CH:11][CH:10]=[CH:9][CH:8]=1.[NH2:29][C:30]1[CH:35]=[CH:34][CH:33]=[CH:32][CH:31]=1, predict the reaction product. The product is: [Br:1][C:2]1[C:3]([C:23]2[CH:28]=[CH:27][CH:26]=[CH:25][CH:24]=2)=[N:4][N:5]([C:13]2[CH:18]=[CH:17][N:16]=[C:15]([NH:29][C:30]3[CH:35]=[CH:34][CH:33]=[CH:32][CH:31]=3)[N:14]=2)[C:6]=1[C:7]1[CH:12]=[CH:11][CH:10]=[CH:9][CH:8]=1. (7) Given the reactants [CH2:1]([N:5]([CH2:18][CH:19]([CH3:21])[CH3:20])[C:6]1[CH:11]=[CH:10][C:9](B(O)O)=[CH:8][C:7]=1[N+:15]([O-:17])=[O:16])[CH:2]([CH3:4])[CH3:3].I/[CH:23]=[CH:24]\[C:25]([O:27][CH2:28][CH3:29])=[O:26].C(=O)([O-])[O-].[K+].[K+], predict the reaction product. The product is: [CH2:1]([N:5]([CH2:18][CH:19]([CH3:21])[CH3:20])[C:6]1[CH:11]=[CH:10][C:9](/[CH:23]=[CH:24]\[C:25]([O:27][CH2:28][CH3:29])=[O:26])=[CH:8][C:7]=1[N+:15]([O-:17])=[O:16])[CH:2]([CH3:4])[CH3:3]. (8) Given the reactants [CH2:1]([CH:8]1[CH2:13][CH2:12][NH:11][CH2:10][CH2:9]1)[C:2]1[CH:7]=[CH:6][CH:5]=[CH:4][CH:3]=1.C([O-])([O-])=O.[K+].[K+].[Cl:20][CH2:21][C:22](Cl)=[O:23], predict the reaction product. The product is: [CH2:1]([CH:8]1[CH2:13][CH2:12][N:11]([C:22]([CH2:21][Cl:20])=[O:23])[CH2:10][CH2:9]1)[C:2]1[CH:7]=[CH:6][CH:5]=[CH:4][CH:3]=1. (9) Given the reactants [CH3:1][O:2][CH2:3][CH2:4][O:5][CH2:6][C:7]1[CH:12]=[CH:11][C:10]([C@@H:13]2[C@@H:18]([O:19][CH2:20][C:21]3[CH:22]=[CH:23][C:24]4[O:29][CH2:28][CH2:27][N:26]([CH2:30][CH2:31][CH2:32][O:33][CH3:34])[C:25]=4[CH:35]=3)[CH2:17][N:16]([S:36]([C:39]3[CH:44]=[CH:43][C:42]([CH3:45])=[CH:41][CH:40]=3)(=[O:38])=[O:37])[CH2:15][C@H:14]2[OH:46])=[CH:9][CH:8]=1.[CH3:47][O:48][CH2:49][C@@H:50]1[O:52][CH2:51]1, predict the reaction product. The product is: [CH3:47][O:48][CH2:49][C@H:50]([OH:52])[CH2:51][O:46][C@H:14]1[C@H:13]([C:10]2[CH:9]=[CH:8][C:7]([CH2:6][O:5][CH2:4][CH2:3][O:2][CH3:1])=[CH:12][CH:11]=2)[C@@H:18]([O:19][CH2:20][C:21]2[CH:22]=[CH:23][C:24]3[O:29][CH2:28][CH2:27][N:26]([CH2:30][CH2:31][CH2:32][O:33][CH3:34])[C:25]=3[CH:35]=2)[CH2:17][N:16]([S:36]([C:39]2[CH:40]=[CH:41][C:42]([CH3:45])=[CH:43][CH:44]=2)(=[O:37])=[O:38])[CH2:15]1. (10) Given the reactants C([O:8][C:9]1[CH:36]=[CH:35][C:12]([C:13]([NH:15][C:16]2[CH:21]=[CH:20][C:19]([CH:22]3[O:27][CH2:26][CH2:25][N:24]([C:28]([O:30][C:31]([CH3:34])([CH3:33])[CH3:32])=[O:29])[CH2:23]3)=[CH:18][CH:17]=2)=[O:14])=[CH:11][CH:10]=1)C1C=CC=CC=1, predict the reaction product. The product is: [OH:8][C:9]1[CH:36]=[CH:35][C:12]([C:13]([NH:15][C:16]2[CH:17]=[CH:18][C:19]([CH:22]3[O:27][CH2:26][CH2:25][N:24]([C:28]([O:30][C:31]([CH3:32])([CH3:34])[CH3:33])=[O:29])[CH2:23]3)=[CH:20][CH:21]=2)=[O:14])=[CH:11][CH:10]=1.